Dataset: Catalyst prediction with 721,799 reactions and 888 catalyst types from USPTO. Task: Predict which catalyst facilitates the given reaction. (1) Product: [NH2:7][CH:8]1[CH2:13][CH2:12][CH2:11][N:10]([C:14]2[C:19]([C:20]#[C:21][C:22]3[CH:23]=[N:24][C:25]([NH2:28])=[CH:26][CH:27]=3)=[C:18]([CH3:29])[N:17]=[C:16]([NH2:30])[N:15]=2)[CH2:9]1. Reactant: C(OC(=O)[NH:7][CH:8]1[CH2:13][CH2:12][CH2:11][N:10]([C:14]2[C:19]([C:20]#[C:21][C:22]3[CH:23]=[N:24][C:25]([NH2:28])=[CH:26][CH:27]=3)=[C:18]([CH3:29])[N:17]=[C:16]([NH2:30])[N:15]=2)[CH2:9]1)(C)(C)C.C(O)(C(F)(F)F)=O.C([O-])([O-])=O.[Na+].[Na+]. The catalyst class is: 2. (2) Reactant: [CH3:1][C:2]1[C:6]2[CH:7]=[CH:8][C:9]([C:11]([F:14])([F:13])[F:12])=[CH:10][C:5]=2[S:4][C:3]=1[CH:15]([CH2:32][CH2:33][CH2:34][CH3:35])[CH2:16][CH2:17][O:18][C:19]1[CH:24]=[CH:23][C:22]([CH2:25][CH2:26][C:27]([O:29]CC)=[O:28])=[CH:21][CH:20]=1.[OH-].[Na+]. Product: [CH3:1][C:2]1[C:6]2[CH:7]=[CH:8][C:9]([C:11]([F:13])([F:12])[F:14])=[CH:10][C:5]=2[S:4][C:3]=1[CH:15]([CH2:32][CH2:33][CH2:34][CH3:35])[CH2:16][CH2:17][O:18][C:19]1[CH:20]=[CH:21][C:22]([CH2:25][CH2:26][C:27]([OH:29])=[O:28])=[CH:23][CH:24]=1. The catalyst class is: 92. (3) Reactant: [F:1][C:2]1[C:7]2[C:8]([C:18](=[O:21])[NH:19][CH3:20])=[C:9]([C:11]3[CH:16]=[CH:15][C:14]([F:17])=[CH:13][CH:12]=3)[O:10][C:6]=2[CH:5]=[CH:4][C:3]=1[C:22]1[CH:23]=[C:24]([CH:28]=[CH:29][C:30]=1[CH3:31])[C:25](O)=[O:26].[N:32]1[CH:37]=[CH:36][N:35]=[CH:34][C:33]=1[C:38]1([NH2:41])[CH2:40][CH2:39]1.C(N(CC)CC)C. Product: [F:1][C:2]1[C:7]2[C:8]([C:18]([NH:19][CH3:20])=[O:21])=[C:9]([C:11]3[CH:12]=[CH:13][C:14]([F:17])=[CH:15][CH:16]=3)[O:10][C:6]=2[CH:5]=[CH:4][C:3]=1[C:22]1[CH:23]=[C:24]([C:25](=[O:26])[NH:41][C:38]2([C:33]3[CH:34]=[N:35][CH:36]=[CH:37][N:32]=3)[CH2:40][CH2:39]2)[CH:28]=[CH:29][C:30]=1[CH3:31]. The catalyst class is: 3. (4) Reactant: [Br:1][C:2]1[S:3][CH:4]=[C:5]([Br:7])[N:6]=1.[Li+].CC([N-]C(C)C)C.[CH2:16]([N:23]=[C:24]=[O:25])[C:17]1[CH:22]=[CH:21][CH:20]=[CH:19][CH:18]=1.O. Product: [CH2:16]([NH:23][C:24]([C:4]1[S:3][C:2]([Br:1])=[N:6][C:5]=1[Br:7])=[O:25])[C:17]1[CH:22]=[CH:21][CH:20]=[CH:19][CH:18]=1. The catalyst class is: 1. (5) Reactant: [CH3:1][O:2][C:3]1[CH:4]=[C:5]2[C:9](=[CH:10][CH:11]=1)[N:8]([CH3:12])[CH:7]=[C:6]2[C:13]1[NH:24][C:16]2[N:17]=[CH:18][CH:19]=[C:20]([C:21]([OH:23])=O)[C:15]=2[CH:14]=1.C(N(C(C)C)CC)(C)C.F[P-](F)(F)(F)(F)F.N1(OC(N(C)C)=[N+](C)C)C2N=CC=CC=2N=N1.[NH2:58][C:59]([CH3:63])([CH3:62])[CH2:60][OH:61]. Product: [OH:61][CH2:60][C:59]([NH:58][C:21]([C:20]1[C:15]2[CH:14]=[C:13]([C:6]3[C:5]4[C:9](=[CH:10][CH:11]=[C:3]([O:2][CH3:1])[CH:4]=4)[N:8]([CH3:12])[CH:7]=3)[NH:24][C:16]=2[N:17]=[CH:18][CH:19]=1)=[O:23])([CH3:63])[CH3:62]. The catalyst class is: 9.